Dataset: Full USPTO retrosynthesis dataset with 1.9M reactions from patents (1976-2016). Task: Predict the reactants needed to synthesize the given product. (1) Given the product [C:1]([O:5][C:6]([N:8]1[C:24](=[O:25])[C:23]2[C:13]3[CH:14]=[CH:15][C:16]4[CH:17]=[N:18][C:19]([C:41]5[CH:42]=[CH:43][CH:44]=[C:39]([O:38][CH2:37][CH2:36][CH2:35][O:34][CH3:33])[CH:40]=5)=[CH:20][C:21]=4[C:12]=3[N:11]([C:26]([O:28][C:29]([CH3:32])([CH3:31])[CH3:30])=[O:27])[C:10]=2[CH2:9]1)=[O:7])([CH3:4])([CH3:3])[CH3:2], predict the reactants needed to synthesize it. The reactants are: [C:1]([O:5][C:6]([N:8]1[C:24](=[O:25])[C:23]2[C:13]3[CH:14]=[CH:15][C:16]4[CH:17]=[N:18][C:19](Cl)=[CH:20][C:21]=4[C:12]=3[N:11]([C:26]([O:28][C:29]([CH3:32])([CH3:31])[CH3:30])=[O:27])[C:10]=2[CH2:9]1)=[O:7])([CH3:4])([CH3:3])[CH3:2].[CH3:33][O:34][CH2:35][CH2:36][CH2:37][O:38][C:39]1[CH:40]=[C:41](B(O)O)[CH:42]=[CH:43][CH:44]=1. (2) Given the product [C:51]1([C:2]2[CH:3]=[C:4]([C:26]3[N:31]=[C:30]([C:32]4[CH:33]=[CH:34][CH:35]=[CH:36][CH:37]=4)[CH:29]=[C:28]([C:38]4[CH:39]=[CH:40][CH:41]=[CH:42][CH:43]=4)[N:27]=3)[N:5]=[C:6]([C:8]3[N:13]=[C:12]([C:14]4[CH:15]=[CH:16][CH:17]=[CH:18][CH:19]=4)[CH:11]=[C:10]([C:20]4[CH:21]=[CH:22][CH:23]=[CH:24][CH:25]=4)[N:9]=3)[CH:7]=2)[C:50]2[C:59]3=[C:58]4[C:47](=[CH:48][CH:49]=2)[CH:46]=[CH:45][CH:44]=[C:57]4[CH:56]=[CH:55][C:54]3=[CH:53][CH:52]=1, predict the reactants needed to synthesize it. The reactants are: Cl[C:2]1[CH:7]=[C:6]([C:8]2[N:13]=[C:12]([C:14]3[CH:19]=[CH:18][CH:17]=[CH:16][CH:15]=3)[CH:11]=[C:10]([C:20]3[CH:25]=[CH:24][CH:23]=[CH:22][CH:21]=3)[N:9]=2)[N:5]=[C:4]([C:26]2[N:31]=[C:30]([C:32]3[CH:37]=[CH:36][CH:35]=[CH:34][CH:33]=3)[CH:29]=[C:28]([C:38]3[CH:43]=[CH:42][CH:41]=[CH:40][CH:39]=3)[N:27]=2)[CH:3]=1.[C:44]1(B(O)O)[C:57]2[C:58]3=[C:59]4[C:54](=[CH:55][CH:56]=2)[CH:53]=[CH:52][CH:51]=[C:50]4[CH:49]=[CH:48][C:47]3=[CH:46][CH:45]=1.P([O-])([O-])([O-])=O.[K+].[K+].[K+].C1(P(C2CCCCC2)C2C=CC=CC=2C2C(OC)=CC=CC=2OC)CCCCC1.